From a dataset of Full USPTO retrosynthesis dataset with 1.9M reactions from patents (1976-2016). Predict the reactants needed to synthesize the given product. (1) Given the product [F:1][C:2]1[CH:3]=[CH:4][C:5]([C:8]2[O:9][C:10]3[CH:20]=[CH:19][C:18]([C:21]4[CH:22]=[C:23]([C:24](=[O:25])[NH:40][C:37]5([C:36]6[O:35][CH:34]=[N:33][C:32]=6[CH3:31])[CH2:39][CH2:38]5)[CH:27]=[CH:28][C:29]=4[CH3:30])=[CH:17][C:11]=3[C:12]=2[C:13]([NH:14][CH3:15])=[O:16])=[CH:6][CH:7]=1, predict the reactants needed to synthesize it. The reactants are: [F:1][C:2]1[CH:7]=[CH:6][C:5]([C:8]2[O:9][C:10]3[CH:20]=[CH:19][C:18]([C:21]4[CH:22]=[C:23]([CH:27]=[CH:28][C:29]=4[CH3:30])[C:24](O)=[O:25])=[CH:17][C:11]=3[C:12]=2[C:13](=[O:16])[NH:14][CH3:15])=[CH:4][CH:3]=1.[CH3:31][C:32]1[N:33]=[CH:34][O:35][C:36]=1[C:37]1([NH2:40])[CH2:39][CH2:38]1.CCN=C=NCCCN(C)C.Cl.C1C=CC2N(O)N=NC=2C=1. (2) The reactants are: [F:1][C:2]1[CH:45]=[CH:44][C:43]([F:46])=[CH:42][C:3]=1[O:4][C:5]1[N:6]=[C:7]([O:38][CH2:39][CH2:40][CH3:41])[C:8]2[N:13]=[C:12]([C:14]3[CH:35]=[C:34]([CH3:36])[C:17]([O:18][CH2:19][C:20]([N:22]4[CH2:26][CH2:25][CH2:24][C@H:23]4[C:27]([O:29]C(C)(C)C)=[O:28])=[O:21])=[C:16]([CH3:37])[CH:15]=3)[O:11][C:9]=2[N:10]=1.FC(F)(F)C(O)=O. Given the product [F:1][C:2]1[CH:45]=[CH:44][C:43]([F:46])=[CH:42][C:3]=1[O:4][C:5]1[N:6]=[C:7]([O:38][CH2:39][CH2:40][CH3:41])[C:8]2[N:13]=[C:12]([C:14]3[CH:35]=[C:34]([CH3:36])[C:17]([O:18][CH2:19][C:20]([N:22]4[CH2:26][CH2:25][CH2:24][C@H:23]4[C:27]([OH:29])=[O:28])=[O:21])=[C:16]([CH3:37])[CH:15]=3)[O:11][C:9]=2[N:10]=1, predict the reactants needed to synthesize it. (3) The reactants are: [C:1]([C:5]1[O:6][C:7]([CH3:16])=[CH:8][C:9](=[C:11]([C:14]#[N:15])[C:12]#[N:13])[CH:10]=1)([CH3:4])([CH3:3])[CH3:2].[C:17]1([N:23]([C:37]2[CH:42]=[CH:41][CH:40]=[CH:39][CH:38]=2)[C:24]2[CH:29]=[CH:28][C:27]([C:30]3[S:34][C:33]([CH:35]=O)=[CH:32][CH:31]=3)=[CH:26][CH:25]=2)[CH:22]=[CH:21][CH:20]=[CH:19][CH:18]=1.N1CCCCC1. Given the product [C:1]([C:5]1[O:6][C:7]([CH:16]=[CH:35][C:33]2[S:34][C:30]([C:27]3[CH:28]=[CH:29][C:24]([N:23]([C:37]4[CH:42]=[CH:41][CH:40]=[CH:39][CH:38]=4)[C:17]4[CH:22]=[CH:21][CH:20]=[CH:19][CH:18]=4)=[CH:25][CH:26]=3)=[CH:31][CH:32]=2)=[CH:8][C:9](=[C:11]([C:14]#[N:15])[C:12]#[N:13])[CH:10]=1)([CH3:4])([CH3:2])[CH3:3], predict the reactants needed to synthesize it. (4) Given the product [CH2:7]1[CH2:13][CH2:12][CH:11]([N:10]=[C:8]=[N:9][CH:4]2[CH2:3][CH2:2][CH2:1][CH2:6][CH2:5]2)[CH2:17][CH2:16]1.[CH3:14][N:15]1[CH2:27][CH2:26][C:25]2[C:24]3[C:19](=[CH:20][CH:21]=[C:22]([CH3:28])[CH:23]=3)[N:18]([CH2:29][C:30]([O:32][CH2:3][CH2:4][CH:5]([CH3:7])[CH3:6])=[O:31])[C:17]=2[CH2:16]1, predict the reactants needed to synthesize it. The reactants are: [CH:1]1[CH:6]=[C:5]2[C:7]3[CH:13]=[CH:12][CH:11]=[N:10][C:8]=3[NH:9][C:4]2=[CH:3][CH:2]=1.[CH3:14][N:15]1[CH2:27][CH2:26][C:25]2[C:24]3[C:19](=[CH:20][CH:21]=[C:22]([CH3:28])[CH:23]=3)[N:18]([CH2:29][C:30]([OH:32])=[O:31])[C:17]=2[CH2:16]1.